The task is: Regression. Given two drug SMILES strings and cell line genomic features, predict the synergy score measuring deviation from expected non-interaction effect.. This data is from NCI-60 drug combinations with 297,098 pairs across 59 cell lines. (1) Drug 1: COC1=CC(=CC(=C1O)OC)C2C3C(COC3=O)C(C4=CC5=C(C=C24)OCO5)OC6C(C(C7C(O6)COC(O7)C8=CC=CS8)O)O. Drug 2: CCCCC(=O)OCC(=O)C1(CC(C2=C(C1)C(=C3C(=C2O)C(=O)C4=C(C3=O)C=CC=C4OC)O)OC5CC(C(C(O5)C)O)NC(=O)C(F)(F)F)O. Cell line: DU-145. Synergy scores: CSS=28.5, Synergy_ZIP=-0.815, Synergy_Bliss=-2.71, Synergy_Loewe=-4.75, Synergy_HSA=-0.728. (2) Drug 1: CCCS(=O)(=O)NC1=C(C(=C(C=C1)F)C(=O)C2=CNC3=C2C=C(C=N3)C4=CC=C(C=C4)Cl)F. Drug 2: CS(=O)(=O)OCCCCOS(=O)(=O)C. Cell line: A549. Synergy scores: CSS=16.0, Synergy_ZIP=-4.85, Synergy_Bliss=-0.433, Synergy_Loewe=-6.54, Synergy_HSA=-3.10. (3) Drug 1: CC(CN1CC(=O)NC(=O)C1)N2CC(=O)NC(=O)C2. Drug 2: CCCS(=O)(=O)NC1=C(C(=C(C=C1)F)C(=O)C2=CNC3=C2C=C(C=N3)C4=CC=C(C=C4)Cl)F. Cell line: M14. Synergy scores: CSS=26.6, Synergy_ZIP=-6.15, Synergy_Bliss=-7.95, Synergy_Loewe=-24.0, Synergy_HSA=-6.79. (4) Drug 1: CC1=C(C=C(C=C1)NC2=NC=CC(=N2)N(C)C3=CC4=NN(C(=C4C=C3)C)C)S(=O)(=O)N.Cl. Drug 2: COC1=CC(=CC(=C1O)OC)C2C3C(COC3=O)C(C4=CC5=C(C=C24)OCO5)OC6C(C(C7C(O6)COC(O7)C8=CC=CS8)O)O. Cell line: A498. Synergy scores: CSS=26.3, Synergy_ZIP=2.25, Synergy_Bliss=2.19, Synergy_Loewe=-21.6, Synergy_HSA=-0.427. (5) Cell line: M14. Drug 1: C1CCC(CC1)NC(=O)N(CCCl)N=O. Drug 2: C1CCC(C(C1)N)N.C(=O)(C(=O)[O-])[O-].[Pt+4]. Synergy scores: CSS=16.5, Synergy_ZIP=-1.57, Synergy_Bliss=3.62, Synergy_Loewe=1.84, Synergy_HSA=2.84. (6) Drug 1: C#CCC(CC1=CN=C2C(=N1)C(=NC(=N2)N)N)C3=CC=C(C=C3)C(=O)NC(CCC(=O)O)C(=O)O. Drug 2: B(C(CC(C)C)NC(=O)C(CC1=CC=CC=C1)NC(=O)C2=NC=CN=C2)(O)O. Cell line: HOP-62. Synergy scores: CSS=39.4, Synergy_ZIP=7.02, Synergy_Bliss=7.37, Synergy_Loewe=-0.0355, Synergy_HSA=-0.909.